Dataset: Catalyst prediction with 721,799 reactions and 888 catalyst types from USPTO. Task: Predict which catalyst facilitates the given reaction. (1) Reactant: C(NC(C)C)(C)C.[Li]CCCC.[CH2:13]([N:20]1[C:25](=[O:26])[CH:24]=[C:23]2[S:27][CH:28]=[CH:29][N:22]2[C:21]1=[O:30])[C:14]1[CH:19]=[CH:18][CH:17]=[CH:16][CH:15]=1.[CH2:31]([O:38][C:39](Cl)=[O:40])[C:32]1[CH:37]=[CH:36][CH:35]=[CH:34][CH:33]=1. Product: [CH2:31]([O:38][C:39]([C:28]1[S:27][C:23]2[N:22]([C:21](=[O:30])[N:20]([CH2:13][C:14]3[CH:15]=[CH:16][CH:17]=[CH:18][CH:19]=3)[C:25](=[O:26])[CH:24]=2)[CH:29]=1)=[O:40])[C:32]1[CH:37]=[CH:36][CH:35]=[CH:34][CH:33]=1. The catalyst class is: 1. (2) Reactant: [N+:1]([C:4]1[CH:9]=[CH:8][C:7](/[C:10](/[C:15]2[CH:20]=[CH:19][CH:18]=[CH:17][CH:16]=2)=[CH:11]\[C:12](O)=[O:13])=[CH:6][CH:5]=1)([O-:3])=[O:2].B.C1COCC1.C([O-])(O)=O.[Na+].CCOC(C)=O. Product: [N+:1]([C:4]1[CH:5]=[CH:6][C:7](/[C:10](/[C:15]2[CH:16]=[CH:17][CH:18]=[CH:19][CH:20]=2)=[CH:11]\[CH2:12][OH:13])=[CH:8][CH:9]=1)([O-:3])=[O:2]. The catalyst class is: 1. (3) The catalyst class is: 3. Product: [CH3:1][C:2]1[C:3]([CH2:9][N:10]([C@H:16]([C:18]2[CH:23]=[CH:22][CH:21]=[CH:20][N:19]=2)[CH3:17])[CH2:11][CH2:12][CH2:13][CH2:14][NH:15][C:29](=[O:30])[C:28]2[CH:32]=[CH:33][C:25]([OH:24])=[N:26][CH:27]=2)=[N:4][CH:5]=[C:6]([CH3:8])[CH:7]=1. Reactant: [CH3:1][C:2]1[C:3]([CH2:9][N:10]([C@H:16]([C:18]2[CH:23]=[CH:22][CH:21]=[CH:20][N:19]=2)[CH3:17])[CH2:11][CH2:12][CH2:13][CH2:14][NH2:15])=[N:4][CH:5]=[C:6]([CH3:8])[CH:7]=1.[OH:24][C:25]1[CH:33]=[CH:32][C:28]([C:29](O)=[O:30])=[CH:27][N:26]=1.CCN=C=NCCCN(C)C.C1C=CC2N(O)N=NC=2C=1.CCN(C(C)C)C(C)C.